From a dataset of Full USPTO retrosynthesis dataset with 1.9M reactions from patents (1976-2016). Predict the reactants needed to synthesize the given product. (1) Given the product [Cl:1][C:2]1[CH:10]=[CH:9][C:8]([S:11](=[O:13])(=[O:12])[NH:15][CH3:14])=[CH:7][C:3]=1[C:4]([OH:6])=[O:5], predict the reactants needed to synthesize it. The reactants are: [Cl:1][C:2]1[CH:10]=[CH:9][C:8]([S:11]([OH:13])=[O:12])=[CH:7][C:3]=1[C:4]([OH:6])=[O:5].[CH3:14][NH2:15]. (2) Given the product [OH:29][C:30]1[CH:35]=[CH:34][C:33]([C:2]2[C:6]3[CH:7]=[C:8]([O:11][CH2:12][C:13]4[CH:18]=[CH:17][C:16]([C@@H:19]([C:26]#[C:27][CH3:28])[CH2:20][C:21]([O:23][CH2:24][CH3:25])=[O:22])=[CH:15][CH:14]=4)[CH:9]=[CH:10][C:5]=3[S:4][CH:3]=2)=[C:32]([CH3:39])[CH:31]=1, predict the reactants needed to synthesize it. The reactants are: Br[C:2]1[C:6]2[CH:7]=[C:8]([O:11][CH2:12][C:13]3[CH:18]=[CH:17][C:16]([C@@H:19]([C:26]#[C:27][CH3:28])[CH2:20][C:21]([O:23][CH2:24][CH3:25])=[O:22])=[CH:15][CH:14]=3)[CH:9]=[CH:10][C:5]=2[S:4][CH:3]=1.[OH:29][C:30]1[CH:35]=[CH:34][C:33](B(O)O)=[C:32]([CH3:39])[CH:31]=1.C([O-])([O-])=O.[Cs+].[Cs+]. (3) Given the product [F:23][C:13]([F:22])([F:12])[C:14]1[CH:15]=[CH:16][C:17]([CH:20]2[CH2:8][O:21]2)=[CH:18][N:19]=1, predict the reactants needed to synthesize it. The reactants are: CS(C)=O.[H-].[Na+].[I-].[CH3:8][S+](C)C.[F:12][C:13]([F:23])([F:22])[C:14]1[N:19]=[CH:18][C:17]([CH:20]=[O:21])=[CH:16][CH:15]=1. (4) Given the product [C:1]([O:5][CH:6]([C:11]1[C:12]([C:21]2[CH:22]=[C:23]3[C:28](=[CH:29][CH:30]=2)[O:27][CH2:26][CH2:25][CH2:24]3)=[C:13]2[CH:20]=[CH:19][N:18]([CH2:37][C:36]3[CH:39]=[CH:40][CH:41]=[C:34]([O:33][C:32]([F:43])([F:42])[F:31])[CH:35]=3)[C:14]2=[N:15][C:16]=1[CH3:17])[C:7]([OH:9])=[O:8])([CH3:4])([CH3:2])[CH3:3], predict the reactants needed to synthesize it. The reactants are: [C:1]([O:5][CH:6]([C:11]1[C:12]([C:21]2[CH:22]=[C:23]3[C:28](=[CH:29][CH:30]=2)[O:27][CH2:26][CH2:25][CH2:24]3)=[C:13]2[CH:20]=[CH:19][NH:18][C:14]2=[N:15][C:16]=1[CH3:17])[C:7]([O:9]C)=[O:8])([CH3:4])([CH3:3])[CH3:2].[F:31][C:32]([F:43])([F:42])[O:33][C:34]1[CH:35]=[C:36]([CH:39]=[CH:40][CH:41]=1)[CH2:37]Br. (5) Given the product [Br:1][C:2]1[CH:3]=[CH:4][C:5]([Cl:11])=[C:6]([CH:10]=1)[C:7]([NH:52][C:47]1[CH:48]=[N:49][CH:50]=[CH:51][C:46]=1[N+:43]([O-:45])=[O:44])=[O:9], predict the reactants needed to synthesize it. The reactants are: [Br:1][C:2]1[CH:3]=[CH:4][C:5]([Cl:11])=[C:6]([CH:10]=1)[C:7]([OH:9])=O.CN(C(ON1N=NC2C=CC=NC1=2)=[N+](C)C)C.F[P-](F)(F)(F)(F)F.C(N(CC)CC)C.[N+:43]([C:46]1[CH:51]=[CH:50][N:49]=[CH:48][C:47]=1[NH2:52])([O-:45])=[O:44]. (6) Given the product [Cl:12][C:9]1[N:10]=[C:11]2[C:6](=[CH:7][CH:8]=1)[N:5]=[CH:4][C:3]([C:13](=[O:16])[CH2:14][CH3:15])=[C:2]2[NH:27][CH:24]1[CH2:25][CH2:26][CH:21]([CH2:20][N:18]([CH3:19])[CH3:17])[CH2:22][CH2:23]1, predict the reactants needed to synthesize it. The reactants are: Cl[C:2]1[C:11]2[C:6](=[CH:7][CH:8]=[C:9]([Cl:12])[N:10]=2)[N:5]=[CH:4][C:3]=1[C:13](=[O:16])[CH2:14][CH3:15].[CH3:17][N:18]([CH2:20][C@H:21]1[CH2:26][CH2:25][C@H:24]([NH2:27])[CH2:23][CH2:22]1)[CH3:19]. (7) Given the product [SH:13][C:10]1[CH:11]=[CH:12][C:4]([N+:1]([O-:3])=[O:2])=[C:5]([CH:9]=1)[C:6]([OH:8])=[O:7], predict the reactants needed to synthesize it. The reactants are: [N+:1]([C:4]1[CH:12]=[CH:11][C:10]([S:13][S:13][C:10]2[CH:11]=[CH:12][C:4]([N+:1]([O-:3])=[O:2])=[C:5]([CH:9]=2)[C:6]([OH:8])=[O:7])=[CH:9][C:5]=1[C:6]([OH:8])=[O:7])([O-:3])=[O:2].CC([C@@H](O)C(NCCC(NCCS)=O)=O)(COP(OP(OC[C@H]1O[C@@H](N2C3N=CN=C(N)C=3N=C2)[C@H](O)[C@@H]1OP(O)(O)=O)(O)=O)(O)=O)C.OC(CC(=O)[O-])C[N+](C)(C)C.C(SCCNC(=O)CCNC(=O)[C@H](O)C(C)(C)COP(O)(=O)OP(O)(=O)OC[C@H]1O[C@@H](N2C3N=CN=C(N)C=3N=C2)[C@H](O)[C@@H]1OP(O)(O)=O)(=O)CCCCCCCCCCCCCCC.